The task is: Predict the reactants needed to synthesize the given product.. This data is from Full USPTO retrosynthesis dataset with 1.9M reactions from patents (1976-2016). (1) Given the product [ClH:30].[Br:1][C:2]1[C:3]2[C:7]([CH:8]=[CH:9][C:10]=1[CH3:11])=[N:6][N:5]1[C:12]([CH:17]3[CH2:18][CH2:19][NH:20][CH2:21][CH2:22]3)=[CH:13][C:14](=[O:16])[NH:15][C:4]=21, predict the reactants needed to synthesize it. The reactants are: [Br:1][C:2]1[C:3]2[C:7]([CH:8]=[CH:9][C:10]=1[CH3:11])=[N:6][N:5]1[C:12]([CH:17]3[CH2:22][CH2:21][N:20](C(OC(C)(C)C)=O)[CH2:19][CH2:18]3)=[CH:13][C:14](=[O:16])[NH:15][C:4]=21.[ClH:30]. (2) Given the product [Cl:1][C:2]1[N:3]=[N:4][C:5]([CH3:8])=[CH:6][C:7]=1[CH3:9], predict the reactants needed to synthesize it. The reactants are: [Cl:1][C:2]1[N:3]=[N:4][C:5]([CH3:8])=[CH:6][CH:7]=1.[C:9](O)(=O)C.S(=O)(=O)(O)O.S(OOS([O-])(=O)=O)([O-])(=O)=O.[NH4+].[NH4+].[OH-].[NH4+]. (3) Given the product [S:8]1[CH:9]=[CH:10][C:6]2[CH:5]=[CH:4][C:3]([CH:14]=[O:15])=[CH:11][C:7]1=2, predict the reactants needed to synthesize it. The reactants are: [Mg].Br[C:3]1[CH:4]=[CH:5][C:6]2[CH:10]=[CH:9][S:8][C:7]=2[CH:11]=1.CN(C)[CH:14]=[O:15]. (4) Given the product [NH2:22][C:16]1[CH:15]=[C:14]([N:8]2[C:4]3=[N:5][CH:6]=[CH:7][C:2]([Cl:1])=[C:3]3[C:10]([CH:11]([CH3:13])[CH3:12])=[N:9]2)[CH:21]=[CH:20][C:17]=1[C:18]([NH2:19])=[O:30], predict the reactants needed to synthesize it. The reactants are: [Cl:1][C:2]1[CH:7]=[CH:6][N:5]=[C:4]2[N:8]([C:14]3[CH:21]=[CH:20][C:17]([C:18]#[N:19])=[C:16]([N+:22]([O-])=O)[CH:15]=3)[N:9]=[C:10]([CH:11]([CH3:13])[CH3:12])[C:3]=12.[Cl-].[NH4+].C1C[O:30]CC1. (5) Given the product [C:33]([O:32][C:30](=[O:31])[CH:29]=[CH:28][C:8]1[CH:9]=[CH:10][C:11]([O:13][CH2:14][C:15]2[CH:16]=[CH:20][CH:21]=[CH:41][CH:40]=2)=[CH:12][C:7]=1[CH:6]=[O:37])([CH3:34])([CH3:35])[CH3:36], predict the reactants needed to synthesize it. The reactants are: C[Si](C)(C)CCO[C:6](=[O:37])[C:7]1[CH:12]=[C:11]([O:13][CH2:14][CH2:15][C:16]2N=C(C3C=CC=CC=3)O[C:20]=2[CH3:21])[CH:10]=[CH:9][C:8]=1[CH2:28][CH2:29][C:30]([O:32][C:33]([CH3:36])([CH3:35])[CH3:34])=[O:31].[CH3:40][CH2:41]CC[N+](CCCC)(CCCC)CCCC.[F-].